Task: Regression. Given two drug SMILES strings and cell line genomic features, predict the synergy score measuring deviation from expected non-interaction effect.. Dataset: NCI-60 drug combinations with 297,098 pairs across 59 cell lines (1) Drug 1: CN(CC1=CN=C2C(=N1)C(=NC(=N2)N)N)C3=CC=C(C=C3)C(=O)NC(CCC(=O)O)C(=O)O. Drug 2: C1CC(C1)(C(=O)O)C(=O)O.[NH2-].[NH2-].[Pt+2]. Cell line: SN12C. Synergy scores: CSS=46.3, Synergy_ZIP=-4.03, Synergy_Bliss=-5.06, Synergy_Loewe=-12.4, Synergy_HSA=-0.202. (2) Drug 1: C1=CC=C(C=C1)NC(=O)CCCCCCC(=O)NO. Drug 2: CCN(CC)CCCC(C)NC1=C2C=C(C=CC2=NC3=C1C=CC(=C3)Cl)OC. Cell line: A498. Synergy scores: CSS=26.7, Synergy_ZIP=-7.36, Synergy_Bliss=-2.10, Synergy_Loewe=-0.480, Synergy_HSA=-1.15. (3) Drug 1: COC1=C2C(=CC3=C1OC=C3)C=CC(=O)O2. Drug 2: C(CN)CNCCSP(=O)(O)O. Cell line: LOX IMVI. Synergy scores: CSS=-6.37, Synergy_ZIP=7.38, Synergy_Bliss=8.59, Synergy_Loewe=-1.47, Synergy_HSA=-1.38. (4) Drug 1: CC(C)CN1C=NC2=C1C3=CC=CC=C3N=C2N. Drug 2: CC1C(C(CC(O1)OC2CC(CC3=C2C(=C4C(=C3O)C(=O)C5=CC=CC=C5C4=O)O)(C(=O)C)O)N)O. Cell line: A498. Synergy scores: CSS=70.0, Synergy_ZIP=0.683, Synergy_Bliss=2.09, Synergy_Loewe=-17.9, Synergy_HSA=5.86. (5) Drug 1: C#CCC(CC1=CN=C2C(=N1)C(=NC(=N2)N)N)C3=CC=C(C=C3)C(=O)NC(CCC(=O)O)C(=O)O. Drug 2: COC1=C2C(=CC3=C1OC=C3)C=CC(=O)O2. Cell line: EKVX. Synergy scores: CSS=4.29, Synergy_ZIP=-1.89, Synergy_Bliss=-0.886, Synergy_Loewe=2.73, Synergy_HSA=0.704.